From a dataset of Catalyst prediction with 721,799 reactions and 888 catalyst types from USPTO. Predict which catalyst facilitates the given reaction. (1) Reactant: [Br:1][C:2]1[CH:3]=[CH:4][C:5]([O:20][CH3:21])=[C:6]([CH2:8][CH2:9][C:10]2[C:18]([F:19])=[CH:17][CH:16]=[CH:15][C:11]=2[C:12](O)=[O:13])[CH:7]=1.S(Cl)([Cl:24])=O. Product: [Br:1][C:2]1[CH:3]=[CH:4][C:5]([O:20][CH3:21])=[C:6]([CH2:8][CH2:9][C:10]2[C:18]([F:19])=[CH:17][CH:16]=[CH:15][C:11]=2[C:12]([Cl:24])=[O:13])[CH:7]=1. The catalyst class is: 1. (2) Reactant: [O:1]1[C:5]2([CH2:10][CH2:9][C:8](=O)[CH2:7][CH2:6]2)[O:4][CH2:3][CH2:2]1.[NH:12]1[CH2:16][CH2:15][C@@H:14]([NH:17][C:18](=[O:24])[O:19][C:20]([CH3:23])([CH3:22])[CH3:21])[CH2:13]1.C(O[BH-](OC(=O)C)OC(=O)C)(=O)C.[Na+]. Product: [O:1]1[C:5]2([CH2:10][CH2:9][CH:8]([N:12]3[CH2:16][CH2:15][C@@H:14]([NH:17][C:18](=[O:24])[O:19][C:20]([CH3:22])([CH3:21])[CH3:23])[CH2:13]3)[CH2:7][CH2:6]2)[O:4][CH2:3][CH2:2]1. The catalyst class is: 279. (3) Reactant: [F:1][C:2]1[C:7]([CH:8]2[CH2:12][NH:11][C:10](=[O:13])[CH2:9]2)=[CH:6][CH:5]=[CH:4][N:3]=1.I[CH3:15].[H-].[Na+]. Product: [F:1][C:2]1[C:7]([CH:8]2[CH2:12][N:11]([CH3:15])[C:10](=[O:13])[CH2:9]2)=[CH:6][CH:5]=[CH:4][N:3]=1. The catalyst class is: 31. (4) Reactant: Cl[CH2:2][C:3]1[N:4]=[C:5]([C:8]2[CH:13]=[CH:12][C:11]([CH:14]([CH3:16])[CH3:15])=[CH:10][CH:9]=2)[S:6][CH:7]=1.C(C1C=CC([C:24]([NH2:26])=S)=CC=1)(C)C.ClCC(CCl)=O.[C-]#N.[Na+]. Product: [CH:14]([C:11]1[CH:12]=[CH:13][C:8]([C:5]2[S:6][CH:7]=[C:3]([CH2:2][C:24]#[N:26])[N:4]=2)=[CH:9][CH:10]=1)([CH3:16])[CH3:15]. The catalyst class is: 58. (5) Reactant: [Cl:1][C:2]1[CH:3]=[C:4]([NH:16][C:17](=[O:31])[C:18]2[CH:23]=[C:22]([N+:24]([O-:26])=[O:25])[CH:21]=[CH:20][C:19]=2[O:27]C(=O)C)[CH:5]=[CH:6][C:7]=1[NH:8][C:9]1[CH:14]=[CH:13][C:12]([Cl:15])=[CH:11][CH:10]=1.O[Li].O. Product: [Cl:1][C:2]1[CH:3]=[C:4]([NH:16][C:17](=[O:31])[C:18]2[CH:23]=[C:22]([N+:24]([O-:26])=[O:25])[CH:21]=[CH:20][C:19]=2[OH:27])[CH:5]=[CH:6][C:7]=1[NH:8][C:9]1[CH:10]=[CH:11][C:12]([Cl:15])=[CH:13][CH:14]=1. The catalyst class is: 20. (6) Reactant: [H-].[Al+3].[Li+].[H-].[H-].[H-].[C:7]([O:11][C:12](=[O:23])[NH:13][C:14]([C:17](=[O:22])N(OC)C)([CH3:16])[CH3:15])([CH3:10])([CH3:9])[CH3:8]. Product: [C:7]([O:11][C:12](=[O:23])[NH:13][C:14]([CH3:16])([CH3:15])[CH:17]=[O:22])([CH3:10])([CH3:8])[CH3:9]. The catalyst class is: 27. (7) Reactant: Br[C:2]1[S:3][C:4]2[CH:10]=[C:9]([CH2:11][OH:12])[CH:8]=[CH:7][C:5]=2[N:6]=1.CCN(C(C)C)C(C)C.[NH2:22][C@@H:23]1[CH2:28][CH2:27][CH2:26][CH2:25][C@H:24]1[OH:29]. Product: [OH:12][CH2:11][C:9]1[CH:8]=[CH:7][C:5]2[N:6]=[C:2]([NH:22][C@@H:23]3[CH2:28][CH2:27][CH2:26][CH2:25][C@H:24]3[OH:29])[S:3][C:4]=2[CH:10]=1. The catalyst class is: 44. (8) Reactant: [NH:1]1[C:9]2[C:4](=[CH:5][CH:6]=[C:7]([C:10]([O:12][CH2:13][CH3:14])=[O:11])[CH:8]=2)[CH:3]=[C:2]1[C:15]([O:17][CH2:18][CH3:19])=[O:16].C([O-])([O-])=O.[K+].[K+].Br[CH2:27][C:28]#[N:29]. Product: [C:28]([CH2:27][N:1]1[C:9]2[C:4](=[CH:5][CH:6]=[C:7]([C:10]([O:12][CH2:13][CH3:14])=[O:11])[CH:8]=2)[CH:3]=[C:2]1[C:15]([O:17][CH2:18][CH3:19])=[O:16])#[N:29]. The catalyst class is: 31. (9) Reactant: Cl[C:2]1[N:11]=[C:10]2[C:5]([CH:6]=[CH:7][C:8](=[O:12])[NH:9]2)=[CH:4][CH:3]=1.[C:13](=[O:16])([O-])[O-].[Cs+].[Cs+]. Product: [OH:12][CH2:8][CH2:7][CH2:6][CH2:13][O:16][C:2]1[N:11]=[C:10]2[C:5]([CH:6]=[CH:7][C:8](=[O:12])[NH:9]2)=[CH:4][CH:3]=1. The catalyst class is: 5. (10) Reactant: [OH:1][C:2]1[CH:11]=[C:10]2[C:5]([C:6](=[O:17])[CH:7]=[C:8]([C:12]([O:14][CH2:15][CH3:16])=[O:13])[O:9]2)=[CH:4][CH:3]=1.N1C=CC=CC=1.[F:24][C:25]([F:38])([F:37])[S:26](O[S:26]([C:25]([F:38])([F:37])[F:24])(=[O:28])=[O:27])(=[O:28])=[O:27].C(OCC)C. Product: [O:17]=[C:6]1[C:5]2[C:10](=[CH:11][C:2]([O:1][S:26]([C:25]([F:38])([F:37])[F:24])(=[O:28])=[O:27])=[CH:3][CH:4]=2)[O:9][C:8]([C:12]([O:14][CH2:15][CH3:16])=[O:13])=[CH:7]1. The catalyst class is: 46.